This data is from Full USPTO retrosynthesis dataset with 1.9M reactions from patents (1976-2016). The task is: Predict the reactants needed to synthesize the given product. (1) The reactants are: [Li+].[CH3:2]C([N-]C(C)C)C.[CH2:9]([N:16]([CH2:29][C:30]1[CH:35]=[CH:34][CH:33]=[CH:32][CH:31]=1)[CH:17]1[CH2:21][CH:20]([C:22]([O:24][CH2:25][CH3:26])=[O:23])[CH:19]([CH2:27][CH3:28])[CH2:18]1)[C:10]1[CH:15]=[CH:14][CH:13]=[CH:12][CH:11]=1.CI.[NH4+].[Cl-]. Given the product [CH2:29]([N:16]([CH2:9][C:10]1[CH:11]=[CH:12][CH:13]=[CH:14][CH:15]=1)[C@@H:17]1[CH2:21][C:20]([CH3:2])([C:22]([O:24][CH2:25][CH3:26])=[O:23])[C@H:19]([CH2:27][CH3:28])[CH2:18]1)[C:30]1[CH:31]=[CH:32][CH:33]=[CH:34][CH:35]=1.[CH2:29]([N:16]([CH2:9][C:10]1[CH:11]=[CH:12][CH:13]=[CH:14][CH:15]=1)[C@H:17]1[CH2:21][C:20]([CH3:2])([C:22]([O:24][CH2:25][CH3:26])=[O:23])[C@@H:19]([CH2:27][CH3:28])[CH2:18]1)[C:30]1[CH:31]=[CH:32][CH:33]=[CH:34][CH:35]=1, predict the reactants needed to synthesize it. (2) Given the product [CH3:29][O:28][C:23]1[CH:24]=[C:25]2[C:20](=[CH:21][CH:22]=1)[CH:19]=[C:18]([N:4]1[CH2:5][CH2:6][NH:7][C@H:2]([CH3:1])[CH2:3]1)[CH:27]=[CH:26]2, predict the reactants needed to synthesize it. The reactants are: [CH3:1][C@H:2]1[NH:7][CH2:6][CH2:5][N:4](C2C=CC(CCC)=CC=2)[CH2:3]1.Br[C:18]1[CH:27]=[CH:26][C:25]2[C:20](=[CH:21][CH:22]=[C:23]([O:28][CH3:29])[CH:24]=2)[CH:19]=1. (3) Given the product [Cl:17][C:18]1[N:19]=[C:20]([C:25]([NH:1][CH:2]2[CH2:3][N:4]([C:6]3[CH:7]=[C:8]([CH:14]=[CH:15][CH:16]=3)[C:9]([O:11][CH2:12][CH3:13])=[O:10])[CH2:5]2)=[O:26])[NH:21][C:22]=1[CH2:23][CH3:24], predict the reactants needed to synthesize it. The reactants are: [NH2:1][CH:2]1[CH2:5][N:4]([C:6]2[CH:7]=[C:8]([CH:14]=[CH:15][CH:16]=2)[C:9]([O:11][CH2:12][CH3:13])=[O:10])[CH2:3]1.[Cl:17][C:18]1[N:19]=[C:20]([C:25](O)=[O:26])[NH:21][C:22]=1[CH2:23][CH3:24].CCN=C=NCCCN(C)C.Cl.ON1C2C=CC=CC=2N=N1.CN1CCOCC1. (4) The reactants are: [C:1]1([C:29]2[CH:34]=[CH:33][CH:32]=[CH:31][CH:30]=2)[CH:6]=[CH:5][C:4]([CH2:7][C@@H:8]([NH:17][C:18](=[O:28])[C:19]2[CH:20]=[C:21]([CH:25]=[CH:26][CH:27]=2)[C:22]([OH:24])=[O:23])[CH2:9][C@H:10]([C:12]([O:14]CC)=[O:13])[CH3:11])=[CH:3][CH:2]=1.[OH-].[Na+]. Given the product [C:1]1([C:29]2[CH:34]=[CH:33][CH:32]=[CH:31][CH:30]=2)[CH:2]=[CH:3][C:4]([CH2:7][C@@H:8]([NH:17][C:18](=[O:28])[C:19]2[CH:20]=[C:21]([CH:25]=[CH:26][CH:27]=2)[C:22]([OH:24])=[O:23])[CH2:9][C@H:10]([C:12]([OH:14])=[O:13])[CH3:11])=[CH:5][CH:6]=1, predict the reactants needed to synthesize it. (5) Given the product [F:1][C:2]([F:7])([F:6])[C:3]([OH:5])=[O:4].[Br:8][C:9]1[CH:10]=[C:11]([N:16]2[C:20](=[O:21])[O:19][N:18]=[C:17]2[C:22]2[C:23]([NH:27][CH2:28][C:29]3[CH:30]=[CH:31][C:32]([CH2:35][N:36]4[CH2:41][CH2:40][S:39](=[O:43])(=[O:42])[CH2:38][CH2:37]4)=[CH:33][CH:34]=3)=[N:24][O:25][N:26]=2)[CH:12]=[CH:13][C:14]=1[F:15], predict the reactants needed to synthesize it. The reactants are: [F:1][C:2]([F:7])([F:6])[C:3]([OH:5])=[O:4].[Br:8][C:9]1[CH:10]=[C:11]([N:16]2[C:20](=[O:21])[O:19][N:18]=[C:17]2[C:22]2[C:23]([NH:27][C:28](=O)[C:29]3[CH:34]=[CH:33][C:32]([CH2:35][N:36]4[CH2:41][CH2:40][S:39](=[O:43])(=[O:42])[CH2:38][CH2:37]4)=[CH:31][CH:30]=3)=[N:24][O:25][N:26]=2)[CH:12]=[CH:13][C:14]=1[F:15].P(Cl)(Cl)(Cl)(Cl)Cl.C([BH3-])#N.[Na+]. (6) The reactants are: Cl.[C:2]([N:5]1[C:13]2[C:8](=[C:9]([CH3:19])[C:10]([CH2:15][C:16]([OH:18])=[O:17])=[C:11]([CH3:14])[CH:12]=2)[CH2:7][CH2:6]1)(=[O:4])[CH3:3].[CH2:20](O)[CH3:21]. Given the product [C:2]([N:5]1[C:13]2[C:8](=[C:9]([CH3:19])[C:10]([CH2:15][C:16]([O:18][CH2:20][CH3:21])=[O:17])=[C:11]([CH3:14])[CH:12]=2)[CH2:7][CH2:6]1)(=[O:4])[CH3:3], predict the reactants needed to synthesize it. (7) Given the product [NH2:30][C:28]1[CH:27]=[CH:26][C:3]([O:4][C:5]2[CH:10]=[CH:9][N:8]=[C:7]([NH:11][C:12]([N:14]3[CH2:19][CH2:18][CH:17]([CH2:20][N:21]4[CH2:22][CH2:23][CH2:24][CH2:25]4)[CH2:16][CH2:15]3)=[O:13])[CH:6]=2)=[C:2]([F:1])[CH:29]=1, predict the reactants needed to synthesize it. The reactants are: [F:1][C:2]1[CH:29]=[C:28]([N+:30]([O-])=O)[CH:27]=[CH:26][C:3]=1[O:4][C:5]1[CH:10]=[CH:9][N:8]=[C:7]([NH:11][C:12]([N:14]2[CH2:19][CH2:18][CH:17]([CH2:20][N:21]3[CH2:25][CH2:24][CH2:23][CH2:22]3)[CH2:16][CH2:15]2)=[O:13])[CH:6]=1.CO. (8) The reactants are: [CH3:1][C:2]1[C:3]([NH:26][C:27](=[O:39])[CH2:28][C:29]2[CH:34]=[CH:33][C:32]([C:35]([F:38])([F:37])[F:36])=[CH:31][CH:30]=2)=[C:4]2[C:9](=[CH:10][CH:11]=1)[CH2:8][N:7]([C:12]([C@H:14]1[CH2:18][CH2:17][CH2:16][N:15]1C(OC(C)(C)C)=O)=[O:13])[CH2:6][CH2:5]2.Cl. Given the product [CH3:1][C:2]1[C:3]([NH:26][C:27](=[O:39])[CH2:28][C:29]2[CH:30]=[CH:31][C:32]([C:35]([F:37])([F:38])[F:36])=[CH:33][CH:34]=2)=[C:4]2[C:9](=[CH:10][CH:11]=1)[CH2:8][N:7]([C:12]([C@H:14]1[CH2:18][CH2:17][CH2:16][NH:15]1)=[O:13])[CH2:6][CH2:5]2, predict the reactants needed to synthesize it.